This data is from Catalyst prediction with 721,799 reactions and 888 catalyst types from USPTO. The task is: Predict which catalyst facilitates the given reaction. Reactant: C[Si]([N-][Si](C)(C)C)(C)C.[Li+].F[C:12]1[C:13]([C:18]2[NH:27][C:26](=[O:28])[C:25]3[C:20](=[CH:21][C:22]([O:31][CH3:32])=[CH:23][C:24]=3[O:29][CH3:30])[N:19]=2)=[N:14][CH:15]=[CH:16][CH:17]=1.[CH:33]([NH:36][CH2:37][CH2:38][CH2:39][NH2:40])([CH3:35])[CH3:34]. Product: [CH:33]([NH:36][CH2:37][CH2:38][CH2:39][NH:40][C:12]1[C:13]([C:18]2[NH:27][C:26](=[O:28])[C:25]3[C:20](=[CH:21][C:22]([O:31][CH3:32])=[CH:23][C:24]=3[O:29][CH3:30])[N:19]=2)=[N:14][CH:15]=[CH:16][CH:17]=1)([CH3:35])[CH3:34]. The catalyst class is: 598.